This data is from Reaction yield outcomes from USPTO patents with 853,638 reactions. The task is: Predict the reaction yield, written as a fraction of the theoretical maximum amount of product (1.0 means a 100% yield; for example, 0.34 means a 34% yield). The reactants are [Cl:1][C:2]1[CH:3]=[CH:4][C:5]([C:8]2[C:12](CN3C(=O)C4C(=CC=CC=4)C3=O)=[C:11]([CH3:25])[O:10][N:9]=2)=[N:6][CH:7]=1.FC1C=CC([C:33]2C(CN3C(=O)C4C(=CC=CC=4)C3=O)=C(C)O[N:34]=2)=CC=1. No catalyst specified. The product is [Cl:1][C:2]1[CH:3]=[CH:4][C:5]([C:8]2[C:12]([NH:34][CH3:33])=[C:11]([CH3:25])[O:10][N:9]=2)=[N:6][CH:7]=1. The yield is 0.690.